This data is from Reaction yield outcomes from USPTO patents with 853,638 reactions. The task is: Predict the reaction yield, written as a fraction of the theoretical maximum amount of product (1.0 means a 100% yield; for example, 0.34 means a 34% yield). (1) The product is [NH2:7][C:6]1[NH:8][C:15]([C:17]2[CH:22]=[CH:21][C:20]([Br:23])=[CH:19][CH:18]=2)=[C:14]([CH3:24])[C:5]=1[C:9]([NH2:11])=[O:10]. The yield is 0.0400. The catalyst is C(O)C. The reactants are [O-]CC.[Na+].[CH2:5]([C:9]([NH2:11])=[O:10])[C:6]([NH2:8])=[NH:7].Cl.Br[CH:14]([CH3:24])[C:15]([C:17]1[CH:22]=[CH:21][C:20]([Br:23])=[CH:19][CH:18]=1)=O. (2) The reactants are [Cl:1][C:2]1[CH:32]=[CH:31][C:5]([C:6]([NH:8][C:9]2[CH:30]=[CH:29][C:12]([CH2:13][C:14]3[C:22]4[C:17](=[CH:18][CH:19]=[CH:20][CH:21]=4)[N:16]([CH2:23][C:24]([O:26]CC)=[O:25])[N:15]=3)=[CH:11][CH:10]=2)=[O:7])=[CH:4][CH:3]=1.CO.O.[OH-].[Li+].Cl. The catalyst is O1CCCC1.O. The product is [Cl:1][C:2]1[CH:3]=[CH:4][C:5]([C:6]([NH:8][C:9]2[CH:30]=[CH:29][C:12]([CH2:13][C:14]3[C:22]4[C:17](=[CH:18][CH:19]=[CH:20][CH:21]=4)[N:16]([CH2:23][C:24]([OH:26])=[O:25])[N:15]=3)=[CH:11][CH:10]=2)=[O:7])=[CH:31][CH:32]=1. The yield is 0.749. (3) The reactants are [CH3:1][O:2][C:3]1[CH:8]=[CH:7][CH:6]=[CH:5][C:4]=1[C:9]1[NH:13][C:12]2[CH:14]=[CH:15][CH:16]=[C:17]([N+:18]([O-])=O)[C:11]=2[N:10]=1.[Cl-].[NH4+]. The catalyst is C(O)C.O.[Fe]. The product is [CH3:1][O:2][C:3]1[CH:8]=[CH:7][CH:6]=[CH:5][C:4]=1[C:9]1[NH:13][C:12]2[CH:14]=[CH:15][CH:16]=[C:17]([NH2:18])[C:11]=2[N:10]=1. The yield is 0.950. (4) The reactants are [CH2:1]([C:4]1[N:8]([CH2:9][C:10]2[CH:27]=[CH:26][C:13]3/[C:14](=[CH:23]/[C:24]#[N:25])/[C:15]4[CH:22]=[CH:21][CH:20]=[CH:19][C:16]=4[CH2:17][CH2:18][C:12]=3[CH:11]=2)[C:7]2[CH:28]=[CH:29][CH:30]=[CH:31][C:6]=2[N:5]=1)[CH2:2][CH3:3].C[Si]([N:36]=[N+:37]=[N-:38])(C)C.C([Sn](=O)CCCC)CCC. The catalyst is C1(C)C=CC=CC=1. The product is [CH2:1]([C:4]1[N:8]([CH2:9][C:10]2[CH:27]=[CH:26][C:13]3/[C:14](=[CH:23]/[C:24]4[NH:38][N:37]=[N:36][N:25]=4)/[C:15]4[CH:22]=[CH:21][CH:20]=[CH:19][C:16]=4[CH2:17][CH2:18][C:12]=3[CH:11]=2)[C:7]2[CH:28]=[CH:29][CH:30]=[CH:31][C:6]=2[N:5]=1)[CH2:2][CH3:3]. The yield is 0.500. (5) The reactants are [F:1][C:2]1[CH:7]=[CH:6][C:5]([C:8]2[N:17]=[C:16]([C:18](O)=[O:19])[C:15]3[C:10](=[CH:11][CH:12]=[CH:13][CH:14]=3)[N:9]=2)=[CH:4][CH:3]=1.Cl.[OH:22][C:23]1[CH:32]=[CH:31][CH:30]=[C:29]2[C:24]=1[CH2:25][CH2:26][NH:27][CH2:28]2. No catalyst specified. The product is [F:1][C:2]1[CH:3]=[CH:4][C:5]([C:8]2[N:17]=[C:16]([C:18]([N:27]3[CH2:26][CH2:25][C:24]4[C:29](=[CH:30][CH:31]=[CH:32][C:23]=4[OH:22])[CH2:28]3)=[O:19])[C:15]3[C:10](=[CH:11][CH:12]=[CH:13][CH:14]=3)[N:9]=2)=[CH:6][CH:7]=1. The yield is 0.242. (6) The reactants are COC1C=CC(C[NH:8][C:9]2[C:14]([C:15]([F:18])([F:17])[F:16])=[CH:13][CH:12]=[CH:11][N:10]=2)=CC=1.[OH-].[Na+]. The catalyst is OS(O)(=O)=O. The product is [F:18][C:15]([F:16])([F:17])[C:14]1[C:9]([NH2:8])=[N:10][CH:11]=[CH:12][CH:13]=1. The yield is 0.920. (7) The reactants are CCN(C(C)C)C(C)C.Cl[C:11]1[N:16]=[C:15]([O:17][CH2:18][CH2:19][CH3:20])[C:14]([C:21]([NH:23][CH:24]2[CH:31]3[CH2:32][CH:27]4[CH2:28][C:29]([OH:34])([CH2:33][CH:25]2[CH2:26]4)[CH2:30]3)=[O:22])=[CH:13][N:12]=1.CC1C=CC(S(O)(=O)=O)=CC=1.[O:46]1[CH2:50][CH2:49][C@@H:48]([NH2:51])[CH2:47]1. The catalyst is C(#N)CCC.CCOC(C)=O. The product is [OH:34][C:29]12[CH2:33][CH:25]3[CH2:26][CH:27]([CH2:32][CH:31]([CH:24]3[NH:23][C:21]([C:14]3[C:15]([O:17][CH2:18][CH2:19][CH3:20])=[N:16][C:11]([NH:51][C@@H:48]4[CH2:49][CH2:50][O:46][CH2:47]4)=[N:12][CH:13]=3)=[O:22])[CH2:30]1)[CH2:28]2. The yield is 0.390.